This data is from Retrosynthesis with 50K atom-mapped reactions and 10 reaction types from USPTO. The task is: Predict the reactants needed to synthesize the given product. (1) Given the product O=C(CCl)OC12CC3CC(CC(C3)C1)C2, predict the reactants needed to synthesize it. The reactants are: O=C(Cl)CCl.OC12CC3CC(CC(C3)C1)C2. (2) Given the product Cc1c(Cl)c(C(F)(F)F)nn1CC(=O)N1CCN(c2ccc(Cl)c(CN(C)C)c2)CC1, predict the reactants needed to synthesize it. The reactants are: CN(C)Cc1cc(N2CCNCC2)ccc1Cl.Cc1c(Cl)c(C(F)(F)F)nn1CC(=O)O. (3) Given the product c1ccc(C(c2ccccc2)c2ccncc2)cc1, predict the reactants needed to synthesize it. The reactants are: OC(c1ccccc1)(c1ccccc1)c1ccncc1. (4) Given the product Cc1cccc(C)c1Oc1nc2ccccc2n1-c1ccnc(Cl)n1, predict the reactants needed to synthesize it. The reactants are: Cc1cccc(C)c1Oc1nc2ccccc2[nH]1.Clc1ccnc(Cl)n1. (5) Given the product CCCCOC(=O)N1CCC(Oc2ncnc3c2cnn3-c2ccc(S(C)(=O)=O)cc2)CC1, predict the reactants needed to synthesize it. The reactants are: CCCCOC(=O)Cl.CS(=O)(=O)c1ccc(-n2ncc3c(OC4CCNCC4)ncnc32)cc1. (6) Given the product O=S1(=O)Cc2ccccc2C12CCNCC2, predict the reactants needed to synthesize it. The reactants are: CC(C)(C)OC(=O)N1CCC2(CC1)c1ccccc1CS2(=O)=O.